Dataset: Peptide-MHC class I binding affinity with 185,985 pairs from IEDB/IMGT. Task: Regression. Given a peptide amino acid sequence and an MHC pseudo amino acid sequence, predict their binding affinity value. This is MHC class I binding data. (1) The peptide sequence is SSILNLHTL. The MHC is H-2-Db with pseudo-sequence H-2-Db. The binding affinity (normalized) is 1.00. (2) The binding affinity (normalized) is 0. The peptide sequence is SLIYYQNEV. The MHC is HLA-A68:01 with pseudo-sequence HLA-A68:01. (3) The peptide sequence is RTEAKSALK. The MHC is HLA-A30:01 with pseudo-sequence HLA-A30:01. The binding affinity (normalized) is 0.430. (4) The peptide sequence is RPMTYKAAF. The MHC is HLA-B42:01 with pseudo-sequence HLA-B42:01. The binding affinity (normalized) is 0.851. (5) The peptide sequence is DTWHGFKNM. The MHC is HLA-A02:11 with pseudo-sequence HLA-A02:11. The binding affinity (normalized) is 0.0847. (6) The peptide sequence is DEVASTHDW. The MHC is HLA-A01:01 with pseudo-sequence HLA-A01:01. The binding affinity (normalized) is 0. (7) The binding affinity (normalized) is 0.0847. The MHC is HLA-B08:01 with pseudo-sequence HLA-B08:01. The peptide sequence is ISDPAFKVF. (8) The peptide sequence is YAARLRPVL. The MHC is H-2-Kb with pseudo-sequence H-2-Kb. The binding affinity (normalized) is 0.147. (9) The peptide sequence is EFDNYRGTI. The MHC is HLA-A03:01 with pseudo-sequence HLA-A03:01. The binding affinity (normalized) is 0.0847. (10) The peptide sequence is FSLVLTNACE. The MHC is H-2-Kb with pseudo-sequence H-2-Kb. The binding affinity (normalized) is 0.